Dataset: Full USPTO retrosynthesis dataset with 1.9M reactions from patents (1976-2016). Task: Predict the reactants needed to synthesize the given product. (1) Given the product [CH:1]1([S:4]([C:7]2[CH:12]=[CH:11][C:10]([CH:13]([C:14]3[NH:42][C:17]([C:19]4[N:20]=[CH:21][C:22]([CH:25]=[O:29])=[CH:23][CH:24]=4)=[CH:16][CH:15]=3)[CH2:31][CH:32]3[CH2:37][CH2:36][O:35][CH2:34][CH2:33]3)=[CH:9][CH:8]=2)(=[O:6])=[O:5])[CH2:2][CH2:3]1, predict the reactants needed to synthesize it. The reactants are: [CH:1]1([S:4]([C:7]2[CH:12]=[CH:11][C:10]([CH:13]([CH2:31][CH:32]3[CH2:37][CH2:36][O:35][CH2:34][CH2:33]3)[C:14](=O)[CH2:15][CH2:16][C:17]([C:19]3[CH:24]=[CH:23][C:22]([CH:25]4[O:29]CCO4)=[CH:21][N:20]=3)=O)=[CH:9][CH:8]=2)(=[O:6])=[O:5])[CH2:3][CH2:2]1.C([O-])(=O)C.[NH4+:42]. (2) Given the product [CH:23]1([C:26]([N:1]2[CH2:5][CH2:4][C@@H:3]([N:6]3[CH:10]=[C:9]([O:11][C:12]4[N:13]=[C:14]([OH:22])[C:15]5[CH:21]=[CH:20][N:19]=[CH:18][C:16]=5[N:17]=4)[CH:8]=[N:7]3)[CH2:2]2)=[O:27])[CH2:25][CH2:24]1, predict the reactants needed to synthesize it. The reactants are: [NH:1]1[CH2:5][CH2:4][C@@H:3]([N:6]2[CH:10]=[C:9]([O:11][C:12]3[N:13]=[C:14]([OH:22])[C:15]4[CH:21]=[CH:20][N:19]=[CH:18][C:16]=4[N:17]=3)[CH:8]=[N:7]2)[CH2:2]1.[CH:23]1([C:26](Cl)=[O:27])[CH2:25][CH2:24]1.